This data is from Catalyst prediction with 721,799 reactions and 888 catalyst types from USPTO. The task is: Predict which catalyst facilitates the given reaction. (1) Product: [CH3:24][C:23]1[CH:22]=[C:21]([CH3:25])[NH:20][C:19](=[O:26])[C:18]=1[CH2:17][NH:16][C:14]([C:4]1[C:5]2[CH:10]=[N:9][N:8]([CH:11]([CH3:13])[CH3:12])[C:6]=2[N:7]=[C:2]([CH:27]=[CH2:28])[CH:3]=1)=[O:15]. Reactant: Br[C:2]1[CH:3]=[C:4]([C:14]([NH:16][CH2:17][C:18]2[C:19](=[O:26])[NH:20][C:21]([CH3:25])=[CH:22][C:23]=2[CH3:24])=[O:15])[C:5]2[CH:10]=[N:9][N:8]([CH:11]([CH3:13])[CH3:12])[C:6]=2[N:7]=1.[CH3:27][C:28]1(C)C(C)(C)OB(C=C)O1.C([O-])([O-])=O.[Na+].[Na+].CO.C(Cl)Cl. The catalyst class is: 70. (2) Reactant: [F:1][C:2]1[CH:7]=[CH:6][C:5]([S:8]([O-:10])=[O:9])=[CH:4][CH:3]=1.[Na+].[Br:12][C:13]1[CH:18]=[CH:17][C:16]([CH2:19]Br)=[CH:15][C:14]=1[F:21]. Product: [Br:12][C:13]1[CH:18]=[CH:17][C:16]([CH2:19][S:8]([C:5]2[CH:6]=[CH:7][C:2]([F:1])=[CH:3][CH:4]=2)(=[O:10])=[O:9])=[CH:15][C:14]=1[F:21]. The catalyst class is: 31. (3) Reactant: [Cl:1][C:2]1[CH:26]=[CH:25][C:5]([CH2:6][NH:7][C:8](=O)[CH:9]([F:23])[CH2:10][C:11]2[CH:16]=[CH:15][C:14]([O:17][CH2:18][C:19]#[CH:20])=[C:13]([O:21][CH3:22])[CH:12]=2)=[CH:4][CH:3]=1.COC1C=CC(P2(SP(C3C=CC(OC)=CC=3)(=S)S2)=[S:36])=CC=1. Product: [Cl:1][C:2]1[CH:26]=[CH:25][C:5]([CH2:6][NH:7][C:8](=[S:36])[CH:9]([F:23])[CH2:10][C:11]2[CH:16]=[CH:15][C:14]([O:17][CH2:18][C:19]#[CH:20])=[C:13]([O:21][CH3:22])[CH:12]=2)=[CH:4][CH:3]=1. The catalyst class is: 7. (4) Reactant: [Cl:1][C:2]1[C:3]([CH3:12])=[C:4]([CH3:11])[C:5]2[N:6]([CH:8]=[CH:9][N:10]=2)[N:7]=1.Br[C:14]1[S:18][C:17]2[CH:19]=[CH:20][CH:21]=[CH:22][C:16]=2[CH:15]=1.C(=O)([O-])[O-].[K+].[K+].C1(P(C2C=CC=CC=2)C2C=CC=CC=2)C=CC=CC=1.C([O-])(=O)C.[K+]. Product: [S:18]1[C:14]([C:8]2[N:6]3[N:7]=[C:2]([Cl:1])[C:3]([CH3:12])=[C:4]([CH3:11])[C:5]3=[N:10][CH:9]=2)=[CH:15][C:16]2[CH:22]=[CH:21][CH:20]=[CH:19][C:17]1=2. The catalyst class is: 11. (5) Reactant: [N+:1]([C:4]1[CH:9]=[CH:8][C:7]([CH2:10][CH2:11][N:12]2[CH2:17][CH2:16][O:15][CH2:14][CH2:13]2)=[CH:6][CH:5]=1)([O-])=O. Product: [N:12]1([CH2:11][CH2:10][C:7]2[CH:8]=[CH:9][C:4]([NH2:1])=[CH:5][CH:6]=2)[CH2:17][CH2:16][O:15][CH2:14][CH2:13]1. The catalyst class is: 19. (6) Reactant: [N+:1]([C:4]1[CH:9]=[CH:8][C:7]([C:10]2[O:11][C:12]([C:21]([F:24])([F:23])[F:22])=[C:13]([C:15]3[CH:20]=[CH:19][N:18]=[CH:17][CH:16]=3)[N:14]=2)=[CH:6][CH:5]=1)([O-])=O.[H][H]. Product: [N:18]1[CH:19]=[CH:20][C:15]([C:13]2[N:14]=[C:10]([C:7]3[CH:8]=[CH:9][C:4]([NH2:1])=[CH:5][CH:6]=3)[O:11][C:12]=2[C:21]([F:24])([F:22])[F:23])=[CH:16][CH:17]=1. The catalyst class is: 153. (7) Reactant: C([Li])CCC.CCCCCC.Br[C:13]1[CH:18]=[CH:17][C:16]([O:19][CH3:20])=[C:15]([O:21][CH3:22])[CH:14]=1.[CH2:23]([N:30]1[CH2:35][CH2:34][C:33](=[O:36])[CH2:32][CH2:31]1)[C:24]1[CH:29]=[CH:28][CH:27]=[CH:26][CH:25]=1. Product: [CH2:23]([N:30]1[CH2:35][CH2:34][C:33]([C:13]2[CH:18]=[CH:17][C:16]([O:19][CH3:20])=[C:15]([O:21][CH3:22])[CH:14]=2)([OH:36])[CH2:32][CH2:31]1)[C:24]1[CH:25]=[CH:26][CH:27]=[CH:28][CH:29]=1. The catalyst class is: 20.